Dataset: Forward reaction prediction with 1.9M reactions from USPTO patents (1976-2016). Task: Predict the product of the given reaction. (1) Given the reactants [C:1]([O:4][C@H:5]1[CH2:10][CH2:9][C@@:8]([C@@H:12]2[C@@H:20]([CH2:21][OH:22])[C@H:19]3[C@@:15]([CH3:29])([C:16]([C:23]4[CH:28]=[CH:27][CH:26]=[CH:25][CH:24]=4)=[CH:17][CH2:18]3)[CH2:14][CH2:13]2)([CH3:11])[C@@H:7]([CH2:30][OH:31])[CH2:6]1)(=[O:3])[CH3:2].[CH3:32][C:33](OC(C)=O)=[O:34], predict the reaction product. The product is: [C:33]([O:31][CH2:30][C@H:7]1[CH2:6][C@@H:5]([O:4][C:1](=[O:3])[CH3:2])[CH2:10][CH2:9][C@@:8]1([C@@H:12]1[C@@H:20]([CH2:21][OH:22])[C@H:19]2[C@@:15]([CH3:29])([C:16]([C:23]3[CH:24]=[CH:25][CH:26]=[CH:27][CH:28]=3)=[CH:17][CH2:18]2)[CH2:14][CH2:13]1)[CH3:11])(=[O:34])[CH3:32]. (2) Given the reactants [Br:1][C:2]1[CH:3]=[C:4]([CH:8]=[CH:9][CH:10]=1)[CH2:5][NH:6][CH3:7].CCN(C(C)C)C(C)C.[C:20](Cl)(=[O:22])[CH3:21], predict the reaction product. The product is: [Br:1][C:2]1[CH:3]=[C:4]([CH:8]=[CH:9][CH:10]=1)[CH2:5][N:6]([CH3:7])[C:20](=[O:22])[CH3:21].